From a dataset of Peptide-MHC class I binding affinity with 185,985 pairs from IEDB/IMGT. Regression. Given a peptide amino acid sequence and an MHC pseudo amino acid sequence, predict their binding affinity value. This is MHC class I binding data. (1) The binding affinity (normalized) is 0.470. The MHC is HLA-B57:01 with pseudo-sequence HLA-B57:01. The peptide sequence is RAYAAMHLW. (2) The peptide sequence is ISCQIYNAL. The MHC is HLA-B15:17 with pseudo-sequence HLA-B15:17. The binding affinity (normalized) is 0.592. (3) The peptide sequence is TIRHMWSVVY. The MHC is HLA-A68:01 with pseudo-sequence HLA-A68:01. The binding affinity (normalized) is 0.265. (4) The peptide sequence is PVTPVIPRV. The MHC is HLA-B15:01 with pseudo-sequence HLA-B15:01. The binding affinity (normalized) is 0.0847. (5) The peptide sequence is METDFLELAM. The MHC is HLA-B44:03 with pseudo-sequence HLA-B44:03. The binding affinity (normalized) is 0.779. (6) The peptide sequence is FVSLVKKNKK. The MHC is HLA-A33:01 with pseudo-sequence HLA-A33:01. The binding affinity (normalized) is 0.156. (7) The peptide sequence is LPIRTTRHF. The MHC is HLA-B15:01 with pseudo-sequence HLA-B15:01. The binding affinity (normalized) is 0.0847. (8) The peptide sequence is AEVQIDRLI. The MHC is HLA-B18:01 with pseudo-sequence HLA-B18:01. The binding affinity (normalized) is 0. (9) The peptide sequence is ALLVATDPDA. The MHC is HLA-A02:01 with pseudo-sequence HLA-A02:01. The binding affinity (normalized) is 0.408.